This data is from Full USPTO retrosynthesis dataset with 1.9M reactions from patents (1976-2016). The task is: Predict the reactants needed to synthesize the given product. (1) Given the product [F:12][C:10]1[CH:9]=[CH:8][C:7]([C:13]#[CH:14])=[C:6]2[C:11]=1[CH:2]=[C:3]([CH2:18][CH2:19][CH2:20][CH3:21])[CH:4]=[N:5]2, predict the reactants needed to synthesize it. The reactants are: C[C:2]1[C:11]2[C:6](=[C:7]([C:13]#[C:14]CO)[CH:8]=[CH:9][C:10]=2[F:12])[N:5]=[C:4](C)[C:3]=1[CH2:18][CH2:19][CH2:20][CH3:21].[OH-].[Na+].C1(C)C=CC=CC=1. (2) Given the product [CH3:4][C:3]([C:10]#[C:9][S:11]([C:14]1[CH:23]=[CH:22][C:21]2[C:20]([CH3:25])([CH3:24])[CH2:19][CH2:18][C:17]([CH3:27])([CH3:26])[C:16]=2[CH:15]=1)(=[O:13])=[O:12])=[CH:2][C:1]([O:6][CH2:7][CH3:8])=[O:5], predict the reactants needed to synthesize it. The reactants are: [C:1]([O:6][CH2:7][CH3:8])(=[O:5])[C:2]#[C:3][CH3:4].[C:9]([S:11]([C:14]1[CH:15]=[C:16]2[C:21](=[CH:22][CH:23]=1)[C:20]([CH3:25])([CH3:24])[CH2:19][CH2:18][C:17]2([CH3:27])[CH3:26])(=[O:13])=[O:12])#[CH:10]. (3) Given the product [O:1]1[CH2:6][CH2:5][N:4]([C:7]2[C:8]3[N:9]([CH:20]=[C:21](/[CH:23]=[CH:24]/[C:25]4[CH:34]=[CH:33][C:32]5[C:27](=[CH:28][CH:29]=[CH:30][CH:31]=5)[N:26]=4)[N:22]=3)[C:10]([C:13]3[CH:14]=[CH:15][C:16]([NH:19][S:36]([CH3:35])(=[O:38])=[O:37])=[N:17][CH:18]=3)=[CH:11][N:12]=2)[CH2:3][CH2:2]1, predict the reactants needed to synthesize it. The reactants are: [O:1]1[CH2:6][CH2:5][N:4]([C:7]2[C:8]3[N:9]([CH:20]=[C:21](/[CH:23]=[CH:24]/[C:25]4[CH:34]=[CH:33][C:32]5[C:27](=[CH:28][CH:29]=[CH:30][CH:31]=5)[N:26]=4)[N:22]=3)[C:10]([C:13]3[CH:14]=[CH:15][C:16]([NH2:19])=[N:17][CH:18]=3)=[CH:11][N:12]=2)[CH2:3][CH2:2]1.[CH3:35][S:36](Cl)(=[O:38])=[O:37]. (4) Given the product [CH3:12][C:6]1[N:7]=[C:8]2[C:3]([C:2]([NH:13][C:14]3[CH:19]=[C:18]([O:20][CH2:21][CH2:22][CH3:23])[CH:17]=[CH:16][C:15]=3[S:24][C:25]3[CH:30]=[CH:29][C:28]([NH:31][C:32](=[O:34])[CH3:33])=[CH:27][CH:26]=3)=[CH:11][CH:10]=[N:9]2)=[CH:4][CH:5]=1, predict the reactants needed to synthesize it. The reactants are: Cl[C:2]1[CH:11]=[CH:10][N:9]=[C:8]2[C:3]=1[CH:4]=[CH:5][C:6]([CH3:12])=[N:7]2.[NH2:13][C:14]1[CH:19]=[C:18]([O:20][CH2:21][CH2:22][CH3:23])[CH:17]=[CH:16][C:15]=1[S:24][C:25]1[CH:30]=[CH:29][C:28]([NH:31][C:32](=[O:34])[CH3:33])=[CH:27][CH:26]=1. (5) Given the product [CH3:1][O:2][C:3]1[CH:29]=[C:28]([O:30][CH3:31])[CH:27]=[CH:26][C:4]=1[CH2:5][N:6]1[C@H:7]([CH2:22][CH:23]=[O:24])[C@H:8]([NH:11][C:12](=[O:21])[O:13][CH2:14][C:15]2[CH:20]=[CH:19][CH:18]=[CH:17][CH:16]=2)[C:9]1=[O:10], predict the reactants needed to synthesize it. The reactants are: [CH3:1][O:2][C:3]1[CH:29]=[C:28]([O:30][CH3:31])[CH:27]=[CH:26][C:4]=1[CH2:5][N:6]1[C:9](=[O:10])[C@@H:8]([NH:11][C:12](=[O:21])[O:13][CH2:14][C:15]2[CH:20]=[CH:19][CH:18]=[CH:17][CH:16]=2)[C@H:7]1/[CH:22]=[CH:23]/[O:24]C.Cl. (6) The reactants are: [C:1]12([C:11]3[CH:12]=[C:13]([C:19]4[CH:20]=[C:21]5[C:26](=[CH:27][CH:28]=4)[CH:25]=[C:24]([CH:29]4[S:33][C:32](=[O:34])[NH:31][C:30]4=[O:35])[CH:23]=[CH:22]5)[CH:14]=[CH:15][C:16]=3[O:17]C)[CH2:10][CH:5]3[CH2:6][CH:7]([CH2:9][CH:3]([CH2:4]3)[CH2:2]1)[CH2:8]2. Given the product [C:1]12([C:11]3[CH:12]=[C:13]([C:19]4[CH:20]=[C:21]5[C:26](=[CH:27][CH:28]=4)[CH:25]=[C:24]([CH:29]4[S:33][C:32](=[O:34])[NH:31][C:30]4=[O:35])[CH:23]=[CH:22]5)[CH:14]=[CH:15][C:16]=3[OH:17])[CH2:10][CH:5]3[CH2:4][CH:3]([CH2:9][CH:7]([CH2:6]3)[CH2:8]1)[CH2:2]2, predict the reactants needed to synthesize it. (7) Given the product [CH2:16]([O:18][C:19](=[O:27])[C:20]1[CH:21]=[CH:22][N:23]=[C:24]([C:5]2[CH:4]=[C:3]([C:1]#[N:2])[C:12]3[C:7](=[CH:8][CH:9]=[CH:10][CH:11]=3)[CH:6]=2)[CH:25]=1)[CH3:17], predict the reactants needed to synthesize it. The reactants are: [C:1]([C:3]1[C:12]2[C:7](=[CH:8][CH:9]=[CH:10][CH:11]=2)[CH:6]=[C:5](B(O)O)[CH:4]=1)#[N:2].[CH2:16]([O:18][C:19](=[O:27])[C:20]1[CH:25]=[CH:24][N:23]=[C:22](Br)[CH:21]=1)[CH3:17].[F-].[Cs+].